Dataset: Forward reaction prediction with 1.9M reactions from USPTO patents (1976-2016). Task: Predict the product of the given reaction. Given the reactants [CH:1]1([N:7]2[CH2:11][CH:10]([CH2:12][OH:13])[CH:9]([CH2:14][C:15]3[C:20]([Cl:21])=[CH:19][CH:18]=[CH:17][C:16]=3[Cl:22])[C:8]2=[O:23])[CH2:6][CH2:5][CH2:4][CH2:3][CH2:2]1.[CH2:24]([N:26]=[C:27]=[O:28])[CH3:25], predict the reaction product. The product is: [CH2:24]([NH:26][C:27](=[O:28])[O:13][CH2:12][CH:10]1[CH:9]([CH2:14][C:15]2[C:20]([Cl:21])=[CH:19][CH:18]=[CH:17][C:16]=2[Cl:22])[C:8](=[O:23])[N:7]([CH:1]2[CH2:2][CH2:3][CH2:4][CH2:5][CH2:6]2)[CH2:11]1)[CH3:25].